This data is from Forward reaction prediction with 1.9M reactions from USPTO patents (1976-2016). The task is: Predict the product of the given reaction. (1) The product is: [CH:16]1([CH2:15][O:14][C:7]2[CH:8]=[CH:9][C:10]([C:12]([OH:21])=[O:13])=[CH:11][C:6]=2[O:5][S:2]([CH3:1])(=[O:4])=[O:3])[CH2:17][CH2:18]1. Given the reactants [CH3:1][S:2]([O:5][C:6]1[CH:11]=[C:10]([CH:12]=[O:13])[CH:9]=[CH:8][C:7]=1[O:14][CH2:15][CH:16]1[CH2:18][CH2:17]1)(=[O:4])=[O:3].S(=O)(=O)([OH:21])N.Cl([O-])=O.[Na+], predict the reaction product. (2) Given the reactants [O-2].[La+3:2].[O-2].[O-2].[La+3].[P:6]([O-:26])([O:17][CH2:18][CH:19]([CH2:24][CH3:25])[CH2:20][CH2:21][CH2:22][CH3:23])([O:8][CH2:9][CH:10]([CH2:15][CH3:16])[CH2:11][CH2:12][CH2:13][CH3:14])=[O:7].C1CCCCC1, predict the reaction product. The product is: [P:6]([O-:26])([O:8][CH2:9][CH:10]([CH2:15][CH3:16])[CH2:11][CH2:12][CH2:13][CH3:14])([O:17][CH2:18][CH:19]([CH2:24][CH3:25])[CH2:20][CH2:21][CH2:22][CH3:23])=[O:7].[La+3:2].[CH2:15]([CH:10]([CH2:11][CH2:12][CH2:13][CH3:14])[CH2:9][O:8][P:6]([O-:26])([O:17][CH2:18][CH:19]([CH2:24][CH3:25])[CH2:20][CH2:21][CH2:22][CH3:23])=[O:7])[CH3:16].[CH2:15]([CH:10]([CH2:11][CH2:12][CH2:13][CH3:14])[CH2:9][O:8][P:6]([O-:26])([O:17][CH2:18][CH:19]([CH2:24][CH3:25])[CH2:20][CH2:21][CH2:22][CH3:23])=[O:7])[CH3:16]. (3) Given the reactants [H-].[Na+].[CH:3]1([S:6]([NH2:9])(=[O:8])=[O:7])[CH2:5][CH2:4]1.[CH3:10][C:11]1([CH3:36])[CH2:20][C:19]2[C:14](=[CH:15][CH:16]=[C:17]([C:21](O)=[O:22])[CH:18]=2)[NH:13][CH:12]1[C:24]1[CH:29]=[CH:28][CH:27]=[C:26]([N:30]2[CH2:35][CH2:34][NH:33][CH2:32][CH2:31]2)[CH:25]=1.C(N1C=CN=C1)(N1C=CN=C1)=O, predict the reaction product. The product is: [CH3:10][C:11]1([CH3:36])[CH2:20][C:19]2[C:14](=[CH:15][CH:16]=[C:17]([C:21]([NH:9][S:6]([CH:3]3[CH2:5][CH2:4]3)(=[O:8])=[O:7])=[O:22])[CH:18]=2)[NH:13][CH:12]1[C:24]1[CH:29]=[CH:28][CH:27]=[C:26]([N:30]2[CH2:35][CH2:34][NH:33][CH2:32][CH2:31]2)[CH:25]=1. (4) Given the reactants [CH3:1][C:2]1([CH3:12])[O:7][CH2:6][C:5]2=[CH:8][C:9]([NH2:11])=[N:10][N:4]2[CH2:3]1.Br[C:14]1[C:15](=[O:22])[N:16]([CH3:21])[N:17]=[C:18]([Cl:20])[CH:19]=1.CC1(C)C2C(=C(P(C3C=CC=CC=3)C3C=CC=CC=3)C=CC=2)OC2C(P(C3C=CC=CC=3)C3C=CC=CC=3)=CC=CC1=2.C([O-])([O-])=O.[Cs+].[Cs+], predict the reaction product. The product is: [Cl:20][C:18]1[CH:19]=[C:14]([NH:11][C:9]2[CH:8]=[C:5]3[CH2:6][O:7][C:2]([CH3:12])([CH3:1])[CH2:3][N:4]3[N:10]=2)[C:15](=[O:22])[N:16]([CH3:21])[N:17]=1. (5) Given the reactants [C:1]1([C:6]2[C:14]3[C:9](=[CH:10][N:11]=[C:12]([C:15]4[CH:16]=[N:17][CH:18]=[CH:19][CH:20]=4)[CH:13]=3)[N:8]([CH:21]3[CH2:26][CH2:25][CH2:24][CH2:23][O:22]3)[N:7]=2)[CH2:5][CH2:4][CH2:3][CH:2]=1.C1CC=CCC=1, predict the reaction product. The product is: [CH:1]1([C:6]2[C:14]3[C:9](=[CH:10][N:11]=[C:12]([C:15]4[CH:16]=[N:17][CH:18]=[CH:19][CH:20]=4)[CH:13]=3)[N:8]([CH:21]3[CH2:26][CH2:25][CH2:24][CH2:23][O:22]3)[N:7]=2)[CH2:2][CH2:3][CH2:4][CH2:5]1. (6) The product is: [C:43]([O:47][C:48]([NH:50][C@H:51]1[CH2:69][C:68]2[CH:70]=[C:64]([CH:65]=[CH:66][C:67]=2[OH:71])[C:63]2=[CH:72][C:59](=[C:60]([OH:73])[CH:61]=[CH:62]2)[CH2:58][C@@H:57]([C:74]([N:90]2[CH2:122][CH2:121][CH2:120][C@H:91]2[C:92]([NH:94][C@H:95]([C:107]([NH:109][CH2:110][CH2:111][NH:112][C:113]([O:115][C:116]([CH3:119])([CH3:118])[CH3:117])=[O:114])=[O:108])[CH2:96][CH2:97][CH2:98][NH:99][C:100]([O:102][C:103]([CH3:105])([CH3:106])[CH3:104])=[O:101])=[O:93])=[O:75])[NH:56][C:55](=[O:77])[C@H:54]([CH2:78][CH2:79][CH2:80][NH:81][C:82]([O:84][C:85]([CH3:88])([CH3:87])[CH3:86])=[O:83])[NH:53][C:52]1=[O:89])=[O:49])([CH3:46])([CH3:45])[CH3:44]. Given the reactants C1CN([P+](ON2N=NC3C=CC=CC2=3)(N2CCCC2)N2CCCC2)CC1.F[P-](F)(F)(F)(F)F.C(N(CC)C(C)C)(C)C.[C:43]([O:47][C:48]([NH:50][C@H:51]1[CH2:69][C:68]2[CH:70]=[C:64]([CH:65]=[CH:66][C:67]=2[OH:71])[C:63]2=[CH:72][C:59](=[C:60]([OH:73])[CH:61]=[CH:62]2)[CH2:58][C@@H:57]([C:74](O)=[O:75])[NH:56][C:55](=[O:77])[C@H:54]([CH2:78][CH2:79][CH2:80][NH:81][C:82]([O:84][C:85]([CH3:88])([CH3:87])[CH3:86])=[O:83])[NH:53][C:52]1=[O:89])=[O:49])([CH3:46])([CH3:45])[CH3:44].[NH:90]1[CH2:122][CH2:121][CH2:120][C@H:91]1[C:92]([NH:94][C@H:95]([C:107]([NH:109][CH2:110][CH2:111][NH:112][C:113]([O:115][C:116]([CH3:119])([CH3:118])[CH3:117])=[O:114])=[O:108])[CH2:96][CH2:97][CH2:98][NH:99][C:100]([O:102][C:103]([CH3:106])([CH3:105])[CH3:104])=[O:101])=[O:93], predict the reaction product. (7) Given the reactants [C:1]([C:5]1[CH:6]=[C:7]2[C:12](=[CH:13][CH:14]=1)[N:11]=C(C#N)[CH:9]=[CH:8]2)([CH3:4])([CH3:3])[CH3:2].[OH-:17].[Na+].Cl.[CH3:20][CH2:21][OH:22], predict the reaction product. The product is: [C:1]([C:5]1[CH:6]=[C:7]2[C:12](=[CH:13][CH:14]=1)[N:11]=[C:20]([C:21]([OH:17])=[O:22])[CH:9]=[CH:8]2)([CH3:4])([CH3:3])[CH3:2]. (8) The product is: [CH2:1]([O:3][C:4]([C:6]1[CH:7]=[N:8][C:9]2[C:14]([C:15]=1[NH:23][CH:19]1[CH2:22][CH2:21][CH2:20]1)=[CH:13][CH:12]=[CH:11][C:10]=2[O:17][CH3:18])=[O:5])[CH3:2]. Given the reactants [CH2:1]([O:3][C:4]([C:6]1[CH:7]=[N:8][C:9]2[C:14]([C:15]=1Cl)=[CH:13][CH:12]=[CH:11][C:10]=2[O:17][CH3:18])=[O:5])[CH3:2].[CH:19]1([NH2:23])[CH2:22][CH2:21][CH2:20]1, predict the reaction product. (9) Given the reactants [O:1]=[S:2]1(=[O:15])[CH2:7][CH2:6][N:5](C(OC(C)(C)C)=O)[CH2:4][CH2:3]1.[ClH:16], predict the reaction product. The product is: [ClH:16].[NH:5]1[CH2:6][CH2:7][S:2](=[O:15])(=[O:1])[CH2:3][CH2:4]1.